This data is from Experimentally validated miRNA-target interactions with 360,000+ pairs, plus equal number of negative samples. The task is: Binary Classification. Given a miRNA mature sequence and a target amino acid sequence, predict their likelihood of interaction. (1) The miRNA is hsa-miR-6893-3p with sequence CCCUGCUGCCUUCACCUGCCAG. The protein sequence of the target gene is MALHFQSLAELEVLCTHLYIGTDLTQRIEAEKALLELIDSPECLSKCQLLLEQGTTSYAQLLAATCLSKLVSRVSPLPVEQRMDIRNYILNYVASQPKLAPFVIQALIQVIAKITKLGWFEVQKDQFVFREIIADVKKFLQGTVEHCIIGVIILSELTQEMNLVDYSRPSAKHRKIATSFRDTSLKDVLVLACSLLKEVFAKPLNLQDQCQQNLVMQVLKLVLNCLNFDFIGSSADESADDLCTVQIPTTWRTIFLEPETLDLFFNLYHSLPPLLSQLALSCLVQFASTRRSLFNSPERA.... Result: 0 (no interaction). (2) The miRNA is hsa-miR-30e-3p with sequence CUUUCAGUCGGAUGUUUACAGC. The protein sequence of the target gene is MEAARPPPTAGKFVVVGGGIAGVTCAEQLATHFPSEDILLVTASPVIKAVTNFKQISKILEEFDVEEQSSTMLGKRFPNIKVIESGVKQLKSEEHCIVTEDGNQHVYKKLCLCAGAKPKLICEGNPYVLGIRDTDSAQEFQKQLTKAKRIMIIGNGGIALELVYEIEGCEVIWAIKDKAIGNTFFDAGAAEFLTSKLIAEKSEAKIAHKRTRYTTEGRKKEARSKSKADNVGSALGPDWHEGLNLKGTKEFSHKIHLETMCEVKKIYLQDEFRILKKKSFTFPRDHKSVTADTEMWPVYV.... Result: 1 (interaction). (3) The miRNA is mmu-miR-101b-3p with sequence GUACAGUACUGUGAUAGCU. Result: 0 (no interaction). The protein sequence of the target gene is MALHLLLLFGACWVQVASPDSLQRTTMLPSTPHITAPSTSEAQNASPSVSVGSGTVDSKETISPWGQTTIPVSLTPLETTELSSLETSAGASMSTPVPEPTASQEVSSKTSALLPEPSNVASDPPVTAANPVTDGPAANPVTDGTAASTSISKGTSAPPTTVTTSSNETSGPSVATTVSSKTSGPPVTTATGSLGPSSEMHGLPATTATSSVESSSVARGTSVSSRKTSTTSTQDPITTRSPSQESSGMLLVPMLIALVVVLALVALLLLWRQRQKRRTGALTLSGGGKRNGVVDAWAGP.... (4) Result: 0 (no interaction). The miRNA is ath-miR173-5p with sequence UUCGCUUGCAGAGAGAAAUCAC. The protein sequence of the target gene is MSASSSGGSPRFPSCGKNGVTSLTQKKVLRAPCGAPSVTVTKSHKRGMKGDTVNVRRSVRVKTKVPWMPPGKSSARPVGCKWENPPHCLEITPPSSEKLVSVMRLSDLSTEDDDSGHCKMNRYDKKIDSLMNAVGCLKSEVKMQKGERQMAKRFLEERKEELEEVAHELAETEHENTVLRHNIERMKEEKDFTILQKKHLQQEKECLMSKLVEAEMDGAAAAKQVMALKDTIGKLKTEKQMTCTDINTLTRQKELLLQKLSTFEETNRTLRDLLREQHCKEDSERLMEQQGALLKRLAEA.... (5) The miRNA is mmu-miR-450b-3p with sequence AUUGGGAACAUUUUGCAUGCAU. The protein sequence of the target gene is MVDVGKWPIFTLLSPQEIASIRKACVFGTSASEALYVTDNDEVFVFGLNYSNCLGTGDNQSTLVPKKLEGLCGKKIKSLSYGSGPHVLLSTEDGVVYAWGHNGYSQLGNGTTNQGIAPVQVCTNLLIKQVVEVACGSHHSMALAADGEVFAWGYNNCGQVGSGSTANQPTPRKVTNCLHIKRVVGIACGQTSSMAVLDNGEVYGWGYNGNGQLGLGNNGNQLTPVRVAALHSVCVNQIVCGYAHTLALTDEGLLYAWGANTYGQLGTGNKNNLLSPAHIMVEKERVVEIAACHSAHTSAA.... Result: 0 (no interaction). (6) The miRNA is mmu-miR-877-3p with sequence UGUCCUCUUCUCCCUCCUCCCA. The protein sequence of the target gene is MLKALFLTMLTLALVKSQDTEETITYTQCTDGYEWDPVRQQCKDIDECDIVPDACKGGMKCVNHYGGYLCLPKTAQIIVNNEQPQQETQPAEGTSGATTGVVAASSMATSGVLPGGGFVASAAAVAGPEMQTGRNNFVIRRNPADPQRIPSNPSHRIQCAAGYEQSEHNVCQDIDECTAGTHNCRADQVCINLRGSFACQCPPGYQKRGEQCVDIDECTIPPYCHQRCVNTPGSFYCQCSPGFQLAANNYTCVDINECDASNQCAQQCYNILGSFICQCNQGYELSSDRLNCEDIDECRT.... Result: 0 (no interaction). (7) Result: 0 (no interaction). The miRNA is mmu-miR-22-3p with sequence AAGCUGCCAGUUGAAGAACUGU. The protein sequence of the target gene is MRPTWKALSHPAWPEEKNKQILVLGLDGAGKTSVLHSLASNRVQHSVAPTQGFHAVCINTEDSQMEFLEIGGSKPFRSYWEMYLSKGLLLIFVVDSADHSRLPEAKKYLHQLIAANPVLPLVVFANKQDLEAAYHITDIHEALALSEVGNDRKMFLFGTYLTKNGSEIPSTMQDAKDLIAQLAADVQ. (8) The miRNA is hsa-miR-30c-1-3p with sequence CUGGGAGAGGGUUGUUUACUCC. The protein sequence of the target gene is MLSSIKCVLVGDSAVGKTSLLVRFTSETFPEAYKPTVYENTGVDVFMDGIQISLGLWDTAGNDAFRSIRPLSYQQADVVLMCYSVANHNSFLNLKNKWISEIRSNLPCTPVLVVATQTDQREVGPHRASCINAIEGKRLAQDVRAKGYLECSALSNRGVQQVFECAVRTAVNQARRRNRRKLFSINECKIF. Result: 0 (no interaction). (9) The miRNA is hsa-miR-1247-5p with sequence ACCCGUCCCGUUCGUCCCCGGA. The protein sequence of the target gene is MSRRKQTNPNKVHWDQVFAGLEEQARQAMMKTDFPGDLGSQRQAIQQLRDQDSSSSDSEGDEEETTQDEVSSHTSEEDGGVVKVEKELENTEQPVGGNEVVEHEVTGNLNSDPLLELCQCPLCQLDCGSREQLIAHVYQHTAAVVSAKSYMCPVCGRALSSPGSLGRHLLIHSEDQRSNCAVCGARFTSHATFNSEKLPEVLNMESLPTVHNEGPSSAEGKDIAFSPPVYPAGILLVCNNCAAYRKLLEAQTPSVRKWALRRQNEPLEVRLQRLERERTAKKSRRDNETPEEREVRRMRD.... Result: 0 (no interaction). (10) The miRNA is hsa-miR-572 with sequence GUCCGCUCGGCGGUGGCCCA. The protein sequence of the target gene is MAGRKLALKTIDWVAFAEIIPQNQKAIASSLKSWNETLTSRLAALPENPPAIDWAYYKANVAKAGLVDDFEKKFNALKVPVPEDKYTAQVDAEEKEDVKSCAEWVSLSKARIVEYEKEMEKMKNLIPFDQMTIEDLNEAFPETKLDKKKYPYWPHQPIENL. Result: 0 (no interaction).